Predict the product of the given reaction. From a dataset of Forward reaction prediction with 1.9M reactions from USPTO patents (1976-2016). (1) Given the reactants F[C:2]1[CH:10]=[CH:9][C:8]([CH2:11][C:12]2[C:21]3[C:16](=[CH:17][CH:18]=[CH:19][CH:20]=3)[C:15](=[O:22])[NH:14][N:13]=2)=[CH:7][C:3]=1[C:4]([OH:6])=O.[CH3:23][O:24][CH:25]1[CH2:30][CH2:29][NH:28][CH2:27][CH2:26]1.C(N(CC)CC)C, predict the reaction product. The product is: [CH3:23][O:24][CH:25]1[CH2:30][CH2:29][N:28]([C:4]([C:3]2[CH:7]=[C:8]([CH:9]=[CH:10][CH:2]=2)[CH2:11][C:12]2[C:21]3[C:16](=[CH:17][CH:18]=[CH:19][CH:20]=3)[C:15](=[O:22])[NH:14][N:13]=2)=[O:6])[CH2:27][CH2:26]1. (2) The product is: [CH2:23]([O:30][C:31]([N:33]1[CH2:37][CH2:36][CH2:35][CH:34]1[C:38]1[CH:43]=[CH:42][C:41]([C:9]2[CH:21]=[CH:20][CH:19]=[C:11]([CH2:12][NH:13][C:14]([CH:16]3[CH2:17][CH2:18]3)=[O:15])[CH:10]=2)=[CH:40][CH:39]=1)=[O:32])[C:24]1[CH:25]=[CH:26][CH:27]=[CH:28][CH:29]=1. Given the reactants CC1(C)C(C)(C)OB([C:9]2[CH:10]=[C:11]([CH:19]=[CH:20][CH:21]=2)[CH2:12][NH:13][C:14]([CH:16]2[CH2:18][CH2:17]2)=[O:15])O1.[CH2:23]([O:30][C:31]([N:33]1[CH2:37][CH2:36][CH2:35][CH:34]1[C:38]1[CH:43]=[CH:42][C:41](Br)=[CH:40][CH:39]=1)=[O:32])[C:24]1[CH:29]=[CH:28][CH:27]=[CH:26][CH:25]=1.CN(C=O)C, predict the reaction product.